From a dataset of Full USPTO retrosynthesis dataset with 1.9M reactions from patents (1976-2016). Predict the reactants needed to synthesize the given product. (1) Given the product [C:17]([C:14]1[C:5]([CH:1]2[CH2:4][CH2:3][CH2:2]2)=[CH:6][C:7]([CH3:16])=[C:8]([CH:13]=1)[C:9]([O:11][CH3:12])=[O:10])#[N:18], predict the reactants needed to synthesize it. The reactants are: [CH:1]1([C:5]2[C:14](I)=[CH:13][C:8]([C:9]([O:11][CH3:12])=[O:10])=[C:7]([CH3:16])[CH:6]=2)[CH2:4][CH2:3][CH2:2]1.[CH3:17][N:18](C=O)C. (2) Given the product [OH:31][C:24]12[CH2:29][CH:28]3[CH2:27][CH:26]([CH2:30][CH:22]([CH:21]3[NH:20][C:11](=[O:13])[C:10]3[CH:9]=[CH:8][C:7]([O:6][CH2:5][S:2]([CH3:1])(=[O:3])=[O:4])=[CH:15][CH:14]=3)[CH2:23]1)[CH2:25]2, predict the reactants needed to synthesize it. The reactants are: [CH3:1][S:2]([CH2:5][O:6][C:7]1[CH:15]=[CH:14][C:10]([C:11]([OH:13])=O)=[CH:9][CH:8]=1)(=[O:4])=[O:3].S(Cl)(Cl)=O.[NH2:20][CH:21]1[CH:28]2[CH2:29][C:24]3([OH:31])[CH2:25][CH:26]([CH2:30][CH:22]1[CH2:23]3)[CH2:27]2. (3) Given the product [O:26]=[C:25]1[C:24]2[C:23](=[CH:30][CH:29]=[CH:28][CH:27]=2)[C:22](=[O:31])[N:21]1[O:20][CH2:1][CH2:2][N:32]([CH3:48])[C:41](=[O:42])[O:43][C:44]([CH3:45])([CH3:46])[CH3:47], predict the reactants needed to synthesize it. The reactants are: [C:1]1(P(C2C=CC=CC=2)C2C=CC=CC=2)C=CC=C[CH:2]=1.[OH:20][N:21]1[C:25](=[O:26])[C:24]2=[CH:27][CH:28]=[CH:29][CH:30]=[C:23]2[C:22]1=[O:31].[N:32]([C:41]([O:43][C:44]([CH3:47])([CH3:46])[CH3:45])=[O:42])=[N:32][C:41]([O:43][C:44]([CH3:47])([CH3:46])[CH3:45])=[O:42].[CH2:48]1COCC1. (4) Given the product [CH2:3]([O:6][C:7]1[CH:12]=[CH:11][C:10]([Cl:13])=[CH:9][C:8]=1[CH2:14][C:15]([OH:17])=[O:1])[CH:4]=[CH2:5], predict the reactants needed to synthesize it. The reactants are: [OH-:1].[K+].[CH2:3]([O:6][C:7]1[CH:12]=[CH:11][C:10]([Cl:13])=[CH:9][C:8]=1[CH2:14][C:15]#N)[CH:4]=[CH2:5].[OH2:17]. (5) Given the product [CH3:1][N:2]1[C:6]([CH2:7][O:8][C:9]2[CH:17]=[CH:16][C:12]([C:13]([NH:24][N:25]3[CH2:30][CH2:29][O:28][CH2:27][CH2:26]3)=[O:15])=[CH:11][N:10]=2)=[C:5]([C:18]2[CH:23]=[CH:22][CH:21]=[CH:20][N:19]=2)[N:4]=[N:3]1, predict the reactants needed to synthesize it. The reactants are: [CH3:1][N:2]1[C:6]([CH2:7][O:8][C:9]2[CH:17]=[CH:16][C:12]([C:13]([OH:15])=O)=[CH:11][N:10]=2)=[C:5]([C:18]2[CH:23]=[CH:22][CH:21]=[CH:20][N:19]=2)[N:4]=[N:3]1.[NH2:24][N:25]1[CH2:30][CH2:29][O:28][CH2:27][CH2:26]1. (6) Given the product [O:22]1[CH:1]=[C:7]([C:19]2[C:14]([C:13]([OH:21])=[O:20])=[CH:15][CH:16]=[CH:17][CH:18]=2)[N:8]=[N:9]1, predict the reactants needed to synthesize it. The reactants are: [C:1]1([C:7]2OC(S)=[N:9][N:8]=2)C=CC=CC=1.[C:13]([OH:21])(=[O:20])[C:14]1[CH:19]=[CH:18][CH:17]=[CH:16][CH:15]=1.[OH-:22].[Na+].Cl.